From a dataset of Forward reaction prediction with 1.9M reactions from USPTO patents (1976-2016). Predict the product of the given reaction. (1) Given the reactants C([O:4][C:5]1[CH:25]=[CH:24][C:8]([C:9]2[CH2:10][O:11][C:12]3[C:17]([CH:18]=2)=[CH:16][CH:15]=[C:14]([O:19]C(=O)C)[C:13]=3[Br:23])=[CH:7][CH:6]=1)(=O)C.[OH-].[K+].C(O)(=O)C.O, predict the reaction product. The product is: [OH:4][C:5]1[CH:6]=[CH:7][C:8]([C:9]2[CH2:10][O:11][C:12]3[C:17]([CH:18]=2)=[CH:16][CH:15]=[C:14]([OH:19])[C:13]=3[Br:23])=[CH:24][CH:25]=1. (2) The product is: [Cl:19][C:17]1[CH:18]=[C:13]([NH2:12])[CH:14]=[C:15]([Cl:21])[C:16]=1[O:20][C:2]1[S:3][C:4]2[CH:10]=[C:9]([Cl:11])[CH:8]=[CH:7][C:5]=2[N:6]=1. Given the reactants Cl[C:2]1[S:3][C:4]2[CH:10]=[C:9]([Cl:11])[CH:8]=[CH:7][C:5]=2[N:6]=1.[NH2:12][C:13]1[CH:18]=[C:17]([Cl:19])[C:16]([OH:20])=[C:15]([Cl:21])[CH:14]=1, predict the reaction product. (3) Given the reactants N#N.[NH:3]1[C:7]2[CH:8]=[CH:9][CH:10]=[CH:11][C:6]=2[N:5]=[C:4]1[C@H:12]([NH:22][C:23]([NH:25][C@@H:26]1[CH2:31][CH2:30][CH2:29][NH:28][CH2:27]1)=[O:24])[CH2:13][C:14]1[CH:19]=[CH:18][C:17]([O:20][CH3:21])=[CH:16][CH:15]=1.C(N1CC[O:37][CH2:36][CH2:35]1)C.CN(C(ON1N=NC2C=CC=CC1=2)=[N+](C)C)C.[B-](F)(F)(F)F.C(O)(=O)C, predict the reaction product. The product is: [NH:3]1[C:7]2[CH:8]=[CH:9][CH:10]=[CH:11][C:6]=2[N:5]=[C:4]1[C@H:12]([NH:22][C:23]([NH:25][C@@H:26]1[CH2:31][CH2:30][CH2:29][N:28]([C:36](=[O:37])[CH3:35])[CH2:27]1)=[O:24])[CH2:13][C:14]1[CH:15]=[CH:16][C:17]([O:20][CH3:21])=[CH:18][CH:19]=1. (4) Given the reactants FC(F)(F)C(O)=O.[Br:8][C:9]1[CH:10]=[CH:11][C:12]([C:15]2([C:25]#[N:26])[CH2:24][CH2:23][C:18]3(OCC[O:19]3)[CH2:17][CH2:16]2)=[N:13][CH:14]=1, predict the reaction product. The product is: [Br:8][C:9]1[CH:10]=[CH:11][C:12]([C:15]2([C:25]#[N:26])[CH2:16][CH2:17][C:18](=[O:19])[CH2:23][CH2:24]2)=[N:13][CH:14]=1.